This data is from NCI-60 drug combinations with 297,098 pairs across 59 cell lines. The task is: Regression. Given two drug SMILES strings and cell line genomic features, predict the synergy score measuring deviation from expected non-interaction effect. (1) Drug 1: CC1=C(C=C(C=C1)NC2=NC=CC(=N2)N(C)C3=CC4=NN(C(=C4C=C3)C)C)S(=O)(=O)N.Cl. Drug 2: C1=NC2=C(N1)C(=S)N=C(N2)N. Cell line: SK-MEL-5. Synergy scores: CSS=27.5, Synergy_ZIP=-6.58, Synergy_Bliss=-2.42, Synergy_Loewe=-16.0, Synergy_HSA=-4.93. (2) Drug 1: CS(=O)(=O)C1=CC(=C(C=C1)C(=O)NC2=CC(=C(C=C2)Cl)C3=CC=CC=N3)Cl. Drug 2: C#CCC(CC1=CN=C2C(=N1)C(=NC(=N2)N)N)C3=CC=C(C=C3)C(=O)NC(CCC(=O)O)C(=O)O. Cell line: UACC62. Synergy scores: CSS=-0.139, Synergy_ZIP=-0.140, Synergy_Bliss=-2.05, Synergy_Loewe=-19.1, Synergy_HSA=-2.91.